Dataset: Forward reaction prediction with 1.9M reactions from USPTO patents (1976-2016). Task: Predict the product of the given reaction. (1) Given the reactants [CH3:1][C@H:2]1[CH2:7][NH:6][CH2:5][CH2:4][N:3]1[C:8]([O:10][C:11]([CH3:14])([CH3:13])[CH3:12])=[O:9].[Br:15][C:16]1[CH:17]=[C:18]2[C:23](=[CH:24][CH:25]=1)[C:22](=[O:26])[N:21]([S:27]([C:30]1[CH:35]=[CH:34][CH:33]=[CH:32][CH:31]=1)(=[O:29])=[O:28])[CH:20]=[C:19]2[CH2:36]Br, predict the reaction product. The product is: [Br:15][C:16]1[CH:17]=[C:18]2[C:23](=[CH:24][CH:25]=1)[C:22](=[O:26])[N:21]([S:27]([C:30]1[CH:31]=[CH:32][CH:33]=[CH:34][CH:35]=1)(=[O:29])=[O:28])[CH:20]=[C:19]2[CH2:36][N:6]1[CH2:5][CH2:4][N:3]([C:8]([O:10][C:11]([CH3:13])([CH3:12])[CH3:14])=[O:9])[C@@H:2]([CH3:1])[CH2:7]1. (2) Given the reactants C([Li])(CC)C.[F:6][C:7]([F:20])([F:19])[C:8]1[CH:18]=[CH:17][C:11]([O:12][CH2:13][C:14]([OH:16])=[O:15])=[CH:10][CH:9]=1.C[O:22][B:23](OC)[O:24]C, predict the reaction product. The product is: [B:23]([C:10]1[CH:9]=[C:8]([C:7]([F:19])([F:20])[F:6])[CH:18]=[CH:17][C:11]=1[O:12][CH2:13][C:14]([OH:16])=[O:15])([OH:24])[OH:22]. (3) Given the reactants [Br:1][C:2]1[CH:7]=[CH:6][C:5]([CH:8]([OH:14])[CH2:9][NH:10][CH2:11][CH2:12][OH:13])=[CH:4][C:3]=1[F:15].[CH3:16][C:17]([O:20][C:21](O[C:21]([O:20][C:17]([CH3:19])([CH3:18])[CH3:16])=[O:22])=[O:22])([CH3:19])[CH3:18].O, predict the reaction product. The product is: [C:17]([O:20][C:21](=[O:22])[N:10]([CH2:9][CH:8]([C:5]1[CH:6]=[CH:7][C:2]([Br:1])=[C:3]([F:15])[CH:4]=1)[OH:14])[CH2:11][CH2:12][OH:13])([CH3:19])([CH3:18])[CH3:16]. (4) Given the reactants C([O:3][C:4](=[O:20])[C@@H:5]([O:18][CH3:19])[CH2:6][C:7]1[CH:12]=[CH:11][C:10]([O:13][CH2:14][CH2:15][CH2:16]Br)=[CH:9][CH:8]=1)C.[S:21]1[CH:25]=[CH:24][CH:23]=[C:22]1[C:26]1[CH:31]=[CH:30][C:29]([OH:32])=[CH:28][CH:27]=1.[OH-].[Na+], predict the reaction product. The product is: [CH3:19][O:18][C@@H:5]([CH2:6][C:7]1[CH:8]=[CH:9][C:10]([O:13][CH2:14][CH2:15][CH2:16][O:32][C:29]2[CH:28]=[CH:27][C:26]([C:22]3[S:21][CH:25]=[CH:24][CH:23]=3)=[CH:31][CH:30]=2)=[CH:11][CH:12]=1)[C:4]([OH:3])=[O:20]. (5) Given the reactants [C:1]([O-:4])(=[O:3])C.[O:5]=[C:6]1[C@@H:9]([NH3+:10])[CH2:8][NH:7]1.[CH3:11]CN(C(C)C)C(C)C.[N:20]1([C:26]([C:28]2[CH:33]=[CH:32][C:31](C3C=CN(C([O-])=O)C(=O)C=3C)=[CH:30][CH:29]=2)=[O:27])[CH2:25][CH2:24][O:23][CH2:22][CH2:21]1, predict the reaction product. The product is: [N:20]1([C:26]([C:28]2[CH:29]=[CH:30][C:31]([O:4][C:1](=[O:3])[N:10]([CH3:11])[C@H:9]3[CH2:8][NH:7][C:6]3=[O:5])=[CH:32][CH:33]=2)=[O:27])[CH2:25][CH2:24][O:23][CH2:22][CH2:21]1. (6) Given the reactants [C:1]1([N:7]2[CH:11]=[CH:10][CH:9]=[CH:8]2)[CH:6]=[CH:5][CH:4]=[CH:3][CH:2]=1.[Cl-].[CH3:13][O:14][C:15]1[CH:26]=[CH:25][CH:24]=[CH:23][C:16]=1[CH:17]=[N+:18]1[CH2:22][CH2:21][CH2:20][CH2:19]1, predict the reaction product. The product is: [CH3:13][O:14][C:15]1[CH:26]=[CH:25][CH:24]=[CH:23][C:16]=1[CH:17]([N:18]1[CH2:22][CH2:21][CH2:20][CH2:19]1)[C:8]1[N:7]([C:1]2[CH:6]=[CH:5][CH:4]=[CH:3][CH:2]=2)[CH:11]=[CH:10][CH:9]=1. (7) Given the reactants FC1C=C2C(C(I)=CN2S(C2C=CC=CC=2)(=O)=O)=CC=1.[F:21][C:22]1[CH:30]=[C:29]2[C:25]([C:26]([C:40]3[CH:54]=[CH:53][C:43]4[N:44]([CH2:48][CH2:49][C:50]([NH2:52])=[O:51])[C:45](=[O:47])[O:46][C:42]=4[CH:41]=3)=[CH:27][N:28]2S(C2C=CC=CC=2)(=O)=O)=[CH:24][CH:23]=1, predict the reaction product. The product is: [F:21][C:22]1[CH:30]=[C:29]2[C:25]([C:26]([C:40]3[CH:54]=[CH:53][C:43]4[N:44]([CH2:48][CH2:49][C:50]([NH2:52])=[O:51])[C:45](=[O:47])[O:46][C:42]=4[CH:41]=3)=[CH:27][NH:28]2)=[CH:24][CH:23]=1. (8) Given the reactants [CH3:1][C:2]1[C:3]([NH2:14])=[N:4][CH:5]=[C:6]([C:8]2[CH:13]=[CH:12][CH:11]=[CH:10][CH:9]=2)[N:7]=1.[OH:15][C:16]1[CH:21]=[CH:20][C:19]([CH2:22][C:23](=O)[C:24](O)=[O:25])=[CH:18][CH:17]=1, predict the reaction product. The product is: [OH:15][C:16]1[CH:17]=[CH:18][C:19]([CH2:22][C:23]2[C:24](=[O:25])[N:4]3[CH:5]=[C:6]([C:8]4[CH:13]=[CH:12][CH:11]=[CH:10][CH:9]=4)[NH:7][C:2]([CH3:1])=[C:3]3[N:14]=2)=[CH:20][CH:21]=1. (9) Given the reactants Cl.[NH:2]1[C:10]2[C:5](=[CH:6][CH:7]=[C:8]([CH2:11][C:12]([O:14]C(C)(C)C)=[O:13])[CH:9]=2)[CH:4]=[N:3]1, predict the reaction product. The product is: [NH:2]1[C:10]2[C:5](=[CH:6][CH:7]=[C:8]([CH2:11][C:12]([OH:14])=[O:13])[CH:9]=2)[CH:4]=[N:3]1.